Task: Regression. Given a peptide amino acid sequence and an MHC pseudo amino acid sequence, predict their binding affinity value. This is MHC class I binding data.. Dataset: Peptide-MHC class I binding affinity with 185,985 pairs from IEDB/IMGT (1) The peptide sequence is ITAPPSRVL. The MHC is Mamu-A02 with pseudo-sequence Mamu-A02. The binding affinity (normalized) is 0.949. (2) The peptide sequence is IPVRRGYTT. The MHC is HLA-B48:01 with pseudo-sequence HLA-B48:01. The binding affinity (normalized) is 0.0847. (3) The peptide sequence is DDDDDIPFP. The MHC is HLA-A24:02 with pseudo-sequence HLA-A24:02. The binding affinity (normalized) is 0. (4) The peptide sequence is NTSKSTDFL. The MHC is HLA-A01:01 with pseudo-sequence HLA-A01:01. The binding affinity (normalized) is 0.